Dataset: Forward reaction prediction with 1.9M reactions from USPTO patents (1976-2016). Task: Predict the product of the given reaction. (1) Given the reactants C([N:4]1[C:12]2[C:7](=[CH:8][C:9]([N+:13]([O-:15])=[O:14])=[CH:10][CH:11]=2)[C:6](=[C:16](OCC)[C:17]2[CH:22]=[CH:21][CH:20]=[CH:19][CH:18]=2)[C:5]1=[O:26])(=O)C.[CH3:27][N:28]1[CH2:33][CH2:32][N:31]([CH2:34][C:35]([NH:37][C:38]2[CH:44]=[CH:43][C:41]([NH2:42])=[CH:40][CH:39]=2)=[O:36])[CH2:30][CH2:29]1.[OH-].[Na+], predict the reaction product. The product is: [CH3:27][N:28]1[CH2:29][CH2:30][N:31]([CH2:34][C:35]([NH:37][C:38]2[CH:44]=[CH:43][C:41]([NH:42]/[C:16](=[C:6]3\[C:5](=[O:26])[NH:4][C:12]4[C:7]\3=[CH:8][C:9]([N+:13]([O-:15])=[O:14])=[CH:10][CH:11]=4)/[C:17]3[CH:18]=[CH:19][CH:20]=[CH:21][CH:22]=3)=[CH:40][CH:39]=2)=[O:36])[CH2:32][CH2:33]1. (2) Given the reactants [O:1]1[CH:5]=[CH:4][CH:3]=[C:2]1[C:6]([OH:8])=O.CN(C(ON1N=N[C:19]2[CH:20]=[CH:21][CH:22]=N[C:18]1=2)=[N+](C)C)C.[F:26][P-:27]([F:32])([F:31])([F:30])([F:29])[F:28].[NH:33]1[CH2:38][CH2:37]O[CH2:35][CH2:34]1.[Cl-].OC1C=C(C=CC=1)C(NCC[N+]12CCC(CC1)[C@@H](O[C:58](=[O:73])[C:59]([OH:72])([C:66]1[CH:71]=[CH:70][CH:69]=[CH:68][CH:67]=1)[C:60]1[CH:65]=[CH:64][CH:63]=[CH:62][CH:61]=1)C2)=O.C[N:78](C=O)C, predict the reaction product. The product is: [F:26][P-:27]([F:32])([F:31])([F:30])([F:29])[F:28].[O:1]1[CH:5]=[CH:4][CH:3]=[C:2]1[C:6]([NH:78][CH2:35][CH2:34][N+:33]12[CH2:22][CH2:21][CH:20]([CH2:19][CH2:18]1)[C@@H:37]([C:58](=[O:73])[C:59]([OH:72])([C:60]1[CH:65]=[CH:64][CH:63]=[CH:62][CH:61]=1)[C:66]1[CH:71]=[CH:70][CH:69]=[CH:68][CH:67]=1)[CH2:38]2)=[O:8]. (3) Given the reactants C1CCN2C(=NCCC2)CC1.[Cl:12][C:13]1[N:21]=[CH:20][N:19]=[C:18]2[C:14]=1[NH:15][CH:16]=[N:17]2.C(O[C@@H:26]1[O:48][C@:47]([CH2:59][CH3:60])([CH2:49][O:50][C:51](=[O:58])[C:52]2[CH:57]=[CH:56][CH:55]=[CH:54][CH:53]=2)[C@@H:37]([O:38][C:39](=[O:46])[C:40]2[CH:45]=[CH:44][CH:43]=[CH:42][CH:41]=2)[C@H:27]1[O:28][C:29](=[O:36])[C:30]1[CH:35]=[CH:34][CH:33]=[CH:32][CH:31]=1)(=O)C.[Si](OS(C(F)(F)F)(=O)=O)(C)(C)C, predict the reaction product. The product is: [Cl:12][C:13]1[N:21]=[CH:20][N:19]=[C:18]2[C:14]=1[N:15]=[CH:16][N:17]2[C@@H:26]1[O:48][C@:47]([CH2:59][CH3:60])([CH2:49][O:50][C:51](=[O:58])[C:52]2[CH:57]=[CH:56][CH:55]=[CH:54][CH:53]=2)[C@@H:37]([O:38][C:39](=[O:46])[C:40]2[CH:45]=[CH:44][CH:43]=[CH:42][CH:41]=2)[C@H:27]1[O:28][C:29](=[O:36])[C:30]1[CH:31]=[CH:32][CH:33]=[CH:34][CH:35]=1. (4) Given the reactants [N:1]1[CH:6]=[CH:5][CH:4]=[C:3]([C:7]2([CH2:10][C:11]#[N:12])[CH2:9][CH2:8]2)[CH:2]=1.B.C1COCC1, predict the reaction product. The product is: [N:1]1[CH:6]=[CH:5][CH:4]=[C:3]([C:7]2([CH2:10][CH2:11][NH2:12])[CH2:8][CH2:9]2)[CH:2]=1.